From a dataset of Reaction yield outcomes from USPTO patents with 853,638 reactions. Predict the reaction yield, written as a fraction of the theoretical maximum amount of product (1.0 means a 100% yield; for example, 0.34 means a 34% yield). (1) The reactants are [CH3:1][O:2][CH2:3][C:4]([CH3:21])([CH3:20])[CH2:5][C@H:6]1[CH2:10][O:9]C(C)(C)[N:7]1[C:13]([O:15][C:16]([CH3:19])([CH3:18])[CH3:17])=[O:14]. The catalyst is CC(O)=O. The product is [OH:9][CH2:10][C@@H:6]([NH:7][C:13](=[O:14])[O:15][C:16]([CH3:19])([CH3:18])[CH3:17])[CH2:5][C:4]([CH3:21])([CH3:20])[CH2:3][O:2][CH3:1]. The yield is 1.00. (2) The reactants are [C:1]([CH2:3][C:4]([NH2:6])=[O:5])#[N:2].[H-].[Na+].[Cl:9][C:10]1(C(F)=O)[N:15]=[C:14]([NH:16][CH2:17][CH3:18])[CH:13]=[CH:12][NH:11]1.CN([CH:25]=[O:26])C. No catalyst specified. The product is [NH2:2][C:1]1[N:16]([CH2:17][CH3:18])[C:14]2[N:15]=[C:10]([Cl:9])[N:11]=[CH:12][C:13]=2[C:25](=[O:26])[C:3]=1[C:4]([NH2:6])=[O:5]. The yield is 0.734. (3) The reactants are C[O:2][C:3]([C:5]1[C:19]([NH:20][C:21]2[CH:26]=[CH:25][C:24]([Br:27])=[CH:23][C:22]=2[Cl:28])=[C:18]([F:29])[C:8]2[N:9]=[CH:10][N:11]([CH2:12][CH2:13][S:14]([CH3:17])(=[O:16])=[O:15])[C:7]=2[CH:6]=1)=O.[BH4-].[Na+]. The catalyst is CCO.C1COCC1. The product is [Br:27][C:24]1[CH:25]=[CH:26][C:21]([NH:20][C:19]2[C:5]([CH2:3][OH:2])=[CH:6][C:7]3[N:11]([CH2:12][CH2:13][S:14]([CH3:17])(=[O:16])=[O:15])[CH:10]=[N:9][C:8]=3[C:18]=2[F:29])=[C:22]([Cl:28])[CH:23]=1. The yield is 0.790. (4) The reactants are Cl[C:2]1[CH:7]=[C:6]([Cl:8])[N:5]=[CH:4][N:3]=1.[CH3:9][O:10][C:11]([C:13]1[CH:14]=[C:15]2[C:19](=[CH:20][CH:21]=1)[NH:18][CH2:17][CH2:16]2)=[O:12]. The catalyst is C(O)CC.C(OC)(C)(C)C. The product is [CH3:9][O:10][C:11]([C:13]1[CH:14]=[C:15]2[C:19](=[CH:20][CH:21]=1)[N:18]([C:2]1[CH:7]=[C:6]([Cl:8])[N:5]=[CH:4][N:3]=1)[CH2:17][CH2:16]2)=[O:12]. The yield is 0.697. (5) The yield is 0.250. The product is [OH:10][C:11]1[CH:23]=[CH:22][CH:21]=[CH:20][C:12]=1[C:13]([NH:15][CH2:16][C:17](=[O:19])[N:48]1[CH2:49][CH2:50][N:45]([C:51](=[O:52])[C:53]2[CH:58]=[CH:57][CH:56]=[CH:55][C:54]=2[C:59]([F:62])([F:60])[F:61])[CH2:46][CH2:47]1)=[O:14]. The catalyst is CN(C=O)C.O. The reactants are CCN(C(C)C)C(C)C.[OH:10][C:11]1[CH:23]=[CH:22][CH:21]=[CH:20][C:12]=1[C:13]([NH:15][CH2:16][C:17]([OH:19])=O)=[O:14].CCN=C=NCCCN(C)C.C1C=CC2N(O)N=NC=2C=1.[N:45]1([C:51]([C:53]2[CH:58]=[CH:57][CH:56]=[CH:55][C:54]=2[C:59]([F:62])([F:61])[F:60])=[O:52])[CH2:50][CH2:49][NH:48][CH2:47][CH2:46]1. (6) The reactants are [Br:1][C:2]1[CH:3]=[CH:4][C:5]2[N:9]=[C:8]([C:10]3[CH:15]=[C:14]([C:16]([F:19])([F:18])[F:17])[CH:13]=[CH:12][N:11]=3)[NH:7][C:6]=2[CH:20]=1.[H-].[Na+].Cl[CH2:24][O:25][CH2:26][CH2:27][Si:28]([CH3:31])([CH3:30])[CH3:29].O. The catalyst is C1COCC1. The product is [Br:1][C:2]1[CH:3]=[CH:4][C:5]2[N:9]=[C:8]([C:10]3[CH:15]=[C:14]([C:16]([F:19])([F:17])[F:18])[CH:13]=[CH:12][N:11]=3)[N:7]([CH2:24][O:25][CH2:26][CH2:27][Si:28]([CH3:31])([CH3:30])[CH3:29])[C:6]=2[CH:20]=1. The yield is 1.00. (7) The reactants are [F:1][C:2]1([F:17])[CH2:7][N:6]([C:8]([O:10][C:11]([CH3:14])([CH3:13])[CH3:12])=[O:9])[C@@H:5]([CH:15]=O)[CH2:4][CH2:3]1.C1(P(=[CH:37][C:38]([O:40][CH2:41][CH3:42])=[O:39])(C2C=CC=CC=2)C2C=CC=CC=2)C=CC=CC=1. The catalyst is C(Cl)Cl. The product is [CH2:41]([O:40][C:38](=[O:39])[CH:37]=[CH:15][C@H:5]1[CH2:4][CH2:3][C:2]([F:17])([F:1])[CH2:7][N:6]1[C:8]([O:10][C:11]([CH3:14])([CH3:13])[CH3:12])=[O:9])[CH3:42]. The yield is 0.880.